Dataset: Catalyst prediction with 721,799 reactions and 888 catalyst types from USPTO. Task: Predict which catalyst facilitates the given reaction. (1) Reactant: [Br:1][C:2]1[CH:7]=[C:6]([Cl:8])[CH:5]=[CH:4][C:3]=1[S:9][CH:10]([CH3:16])[C:11](OCC)=[O:12].CC(C[AlH]CC(C)C)C. Product: [Br:1][C:2]1[CH:7]=[C:6]([Cl:8])[CH:5]=[CH:4][C:3]=1[S:9][CH:10]([CH3:16])[CH:11]=[O:12]. The catalyst class is: 4. (2) Reactant: [F:1][C:2]1[CH:8]=[C:7]([F:9])[C:6]([F:10])=[CH:5][C:3]=1[NH2:4].[O-:11][C:12]#[N:13].[Na+]. Product: [F:1][C:2]1[CH:8]=[C:7]([F:9])[C:6]([F:10])=[CH:5][C:3]=1[NH:4][C:12]([NH2:13])=[O:11]. The catalyst class is: 86. (3) The catalyst class is: 676. Product: [CH3:1][N:2]([CH3:38])[C:3]1[CH:8]=[CH:7][CH:6]=[CH:5][C:4]=1[CH2:9][N:10]([CH2:21][C:22]1[N:23]=[C:24]2[CH:29]=[CH:28][CH:27]=[C:26]([N:30]3[CH2:31][CH2:32][N:33]([CH3:36])[CH2:34][CH2:35]3)[N:25]2[C:37]=1[CH2:39][OH:40])[C@@H:11]1[C:20]2[N:19]=[CH:18][CH:17]=[CH:16][C:15]=2[CH2:14][CH2:13][CH2:12]1. Reactant: [CH3:1][N:2]([CH3:38])[C:3]1[CH:8]=[CH:7][CH:6]=[CH:5][C:4]=1[CH2:9][N:10]([CH2:21][C:22]1[N:23]=[C:24]2[CH:29]=[CH:28][CH:27]=[C:26]([N:30]3[CH2:35][CH2:34][N:33]([CH3:36])[CH2:32][CH2:31]3)[N:25]2[CH:37]=1)[C@@H:11]1[C:20]2[N:19]=[CH:18][CH:17]=[CH:16][C:15]=2[CH2:14][CH2:13][CH2:12]1.[CH2:39]=[O:40]. (4) Reactant: Br[C:2]1[CH:7]=[CH:6][C:5]([C:8]2[O:9][C:10]([CH3:31])=[C:11]([CH2:13][CH2:14][O:15][C:16]3[CH:17]=[C:18]4[C:22](=[CH:23][CH:24]=3)[C@H:21]([CH2:25][C:26]([O:28][CH2:29][CH3:30])=[O:27])[CH2:20][CH2:19]4)[N:12]=2)=[CH:4][CH:3]=1.CC(C)([O-])C.[Na+].C1(C2C=CC=CC=2)C=CC=CC=1P(C(C)(C)C)C(C)(C)C.[NH:59]1[CH2:64][CH2:63][O:62][CH2:61][CH2:60]1. Product: [CH3:31][C:10]1[O:9][C:8]([C:5]2[CH:6]=[CH:7][C:2]([N:59]3[CH2:64][CH2:63][O:62][CH2:61][CH2:60]3)=[CH:3][CH:4]=2)=[N:12][C:11]=1[CH2:13][CH2:14][O:15][C:16]1[CH:17]=[C:18]2[C:22](=[CH:23][CH:24]=1)[C@H:21]([CH2:25][C:26]([O:28][CH2:29][CH3:30])=[O:27])[CH2:20][CH2:19]2. The catalyst class is: 187. (5) Reactant: C(OC([N:8]1[CH2:13][C@H:12]([O:14][CH2:15][C:16]2[CH:25]=[C:24]([O:26][CH3:27])[C:23]3[C:18](=[CH:19][CH:20]=[CH:21][CH:22]=3)[CH:17]=2)[C@@H:11]([C:28]2[CH:33]=[CH:32][C:31]([O:34][CH2:35][CH2:36][CH2:37][O:38][CH2:39][C:40]3[CH:45]=[CH:44][CH:43]=[CH:42][C:41]=3[O:46][CH3:47])=[CH:30][CH:29]=2)[C@H:10]([O:48][CH2:49][C@H:50]([OH:57])[CH2:51][O:52][CH2:53][CH2:54][O:55][CH3:56])[CH2:9]1)=O)(C)(C)C.Cl. Product: [CH3:47][O:46][C:41]1[CH:42]=[CH:43][CH:44]=[CH:45][C:40]=1[CH2:39][O:38][CH2:37][CH2:36][CH2:35][O:34][C:31]1[CH:32]=[CH:33][C:28]([C@@H:11]2[C@@H:12]([O:14][CH2:15][C:16]3[CH:25]=[C:24]([O:26][CH3:27])[C:23]4[C:18](=[CH:19][CH:20]=[CH:21][CH:22]=4)[CH:17]=3)[CH2:13][NH:8][CH2:9][C@H:10]2[O:48][CH2:49][C@H:50]([OH:57])[CH2:51][O:52][CH2:53][CH2:54][O:55][CH3:56])=[CH:29][CH:30]=1. The catalyst class is: 5.